From a dataset of Experimentally validated miRNA-target interactions with 360,000+ pairs, plus equal number of negative samples. Binary Classification. Given a miRNA mature sequence and a target amino acid sequence, predict their likelihood of interaction. (1) The miRNA is hsa-miR-7515 with sequence AGAAGGGAAGAUGGUGAC. The protein sequence of the target gene is MTRRRSRPSGGAGRRERARAAGPQKPQAPEPPPPPSLEAGAGAGPPEAPAEPDHDGPREDDEPNLVPGPQVPPASSQPVQTCCLLCHRERKGWEEGPSQNGLVLQGEKLPPDFMPKLVKNLLGEMPLWVCQSCRKSMEEDERQTGREHAVAISLSHTSCKSQSCGDDSHSSSSSSSSSSSSSSSSCPGNSGDWDPSSFLSAHKLSGLWNSPHSSGAMPGSSLGSPPTIPGEAFPVSEHHQHSDLTAPPNSPTGHHPQPASLIPSHPSSFGSPPHPHLLPTTPAAPFPAQASECPVAAATA.... Result: 0 (no interaction). (2) The miRNA is hsa-miR-4728-5p with sequence UGGGAGGGGAGAGGCAGCAAGCA. The protein sequence of the target gene is MMEERAAAAVAAAASSCRPLGSGAGPGPTGAAPVSAPAPGPGPAGKGGGGGGSPGPTAGPEPLSLPGILHFIQHEWARFEAEKARWEAERAELQAQVAFLQGERKGQENLKTDLVRRIKMLEYALKQERAKYHKLKFGTDLNQGEKKADVSEQVSNGPVESVTLENSPLVWKEGRQLLRQYLEEVGYTDTILDMRSKRVRSLLGRSLELNGAVEPSEGAPRAPPGPAGLSGGESLLVKQIEEQIKRNAAGKDGKERLGGSVLGQIPFLQNCEDEDSDEDDELDSVQHKKQRVKLPSKALV.... Result: 1 (interaction).